Task: Predict the product of the given reaction.. Dataset: Forward reaction prediction with 1.9M reactions from USPTO patents (1976-2016) (1) The product is: [Br:23][C:24]1[C:25]([O:32][C:33]2[CH:38]=[CH:37][N:36]=[C:35]([C:39]3[CH:40]=[N:41][N:42]([CH3:44])[CH:43]=3)[CH:34]=2)=[CH:26][C:27]([F:31])=[C:28]([NH:29][C:19]([N:9]2[CH2:10][CH2:11][N:7]([CH:4]3[CH2:3][CH2:2][O:1][CH2:6][CH2:5]3)[C:8]2=[O:12])=[O:20])[CH:30]=1. Given the reactants [O:1]1[CH2:6][CH2:5][CH:4]([N:7]2[CH2:11][CH2:10][NH:9][C:8]2=[O:12])[CH2:3][CH2:2]1.N1C=CC=CC=1.[C:19](Cl)(Cl)=[O:20].[Br:23][C:24]1[C:25]([O:32][C:33]2[CH:38]=[CH:37][N:36]=[C:35]([C:39]3[CH:40]=[N:41][N:42]([CH3:44])[CH:43]=3)[CH:34]=2)=[CH:26][C:27]([F:31])=[C:28]([CH:30]=1)[NH2:29], predict the reaction product. (2) Given the reactants Cl[C:2]1[C:11]2[C:6](=[CH:7][CH:8]=[C:9]([CH:12]=[O:13])[CH:10]=2)[N:5]=[CH:4][N:3]=1.[CH3:14][NH:15][CH3:16].O, predict the reaction product. The product is: [CH3:14][N:15]([CH3:16])[C:2]1[C:11]2[C:6](=[CH:7][CH:8]=[C:9]([CH:12]=[O:13])[CH:10]=2)[N:5]=[CH:4][N:3]=1. (3) Given the reactants C(=O)([O-])[O-].[K+].[K+].C([O:10][C:11]1[C:12]([CH:52]([CH3:54])[CH3:53])=[C:13]2[C:18](=[CH:19][C:20]=1[O:21]C(=O)C)[C:17](=[O:25])[C:16]([C:26]1[C:27](=[O:49])[C:28]3[C:33]([C:34](=[O:37])[C:35]=1[CH3:36])=[C:32]([CH:38]([CH3:40])[CH3:39])[C:31]([O:41]C(=O)C)=[C:30]([O:45]C(=O)C)[CH:29]=3)=[C:15]([CH3:50])[C:14]2=[O:51])(=O)C.Cl.C(OCC)(=O)C, predict the reaction product. The product is: [CH3:36][C:35]1[C:26]([C:16]2[C:15]([CH3:50])=[C:14]([OH:51])[C:13]3[C:18](=[CH:19][C:20]([C:11]([C:12]=3[CH:52]([CH3:54])[CH3:53])=[O:10])=[O:21])[C:17]=2[OH:25])=[C:27]([OH:49])[C:28]2[C:33](=[C:32]([CH:38]([CH3:40])[CH3:39])[C:31]([C:30]([CH:29]=2)=[O:45])=[O:41])[C:34]=1[OH:37]. (4) The product is: [CH:1]1([C:7]2[N:11]3[C:12]4[CH:18]=[CH:17][N:16]([S:19]([C:22]5[CH:28]=[CH:27][C:25]([CH3:26])=[CH:24][CH:23]=5)(=[O:21])=[O:20])[C:13]=4[N:14]=[CH:15][C:10]3=[CH:9][CH:8]=2)[CH2:6][CH2:5][CH2:4][CH2:3][CH2:2]1. Given the reactants [CH:1]1([C:7](=O)[CH2:8][CH2:9][C:10]2[N:11]=[C:12]3[CH:18]=[CH:17][N:16]([S:19]([C:22]4[CH:28]=[CH:27][C:25]([CH3:26])=[CH:24][CH:23]=4)(=[O:21])=[O:20])[C:13]3=[N:14][CH:15]=2)[CH2:6][CH2:5][CH2:4][CH2:3][CH2:2]1.O(C1C=CC(P2(=S)SP(=S)(C3C=CC(OC4C=CC=CC=4)=CC=3)S2)=CC=1)C1C=CC=CC=1.N1C=CN=CC=1, predict the reaction product. (5) Given the reactants [Li]CCCC.[CH:6]1[C:18]2[CH2:17][C:16]3[C:11](=[CH:12][CH:13]=[CH:14][CH:15]=3)[C:10]=2[CH:9]=[CH:8][CH:7]=1.Cl[Si:20]([CH:23]1[C:31]2[C:26](=[C:27]([CH3:33])[CH:28]=[C:29]([CH3:32])[CH:30]=2)[CH:25]=[C:24]1[CH3:34])([CH3:22])[CH3:21].[Li], predict the reaction product. The product is: [CH3:34][C:24]1[CH:23]([Si:20]([CH:17]2[C:16]3[CH:15]=[CH:14][CH:13]=[CH:12][C:11]=3[C:10]3[C:18]2=[CH:6][CH:7]=[CH:8][CH:9]=3)([CH3:22])[CH3:21])[C:31]2[C:26]([CH:25]=1)=[C:27]([CH3:33])[CH:28]=[C:29]([CH3:32])[CH:30]=2. (6) Given the reactants I[C:2]1[C:7]([N+:8]([O-:10])=[O:9])=[CH:6][CH:5]=[CH:4][C:3]=1[N+:11]([O-:13])=[O:12].C(=O)=O.C(O)(C)C.C1([Mg]Br)C=CC=CC=1.[CH:29](=[O:33])[CH:30]([CH3:32])[CH3:31], predict the reaction product. The product is: [N+:11]([C:3]1[CH:4]=[CH:5][CH:6]=[C:7]([N+:8]([O-:10])=[O:9])[C:2]=1[CH:29]([OH:33])[CH:30]([CH3:32])[CH3:31])([O-:13])=[O:12]. (7) Given the reactants [Cl:1][C:2]1[C:3]([CH3:26])=[N:4][O:5][C:6]=1[N:7]([CH2:20][O:21][CH2:22][CH2:23][O:24][CH3:25])[S:8]([C:11]1[C:19]2[C:14](=[N:15][CH:16]=[CH:17][CH:18]=2)[S:13][CH:12]=1)(=[O:10])=[O:9].[Li]CCCC.[CH3:32][O:33][C:34]1[CH:41]=[CH:40][CH:39]=[C:38]([O:42][CH3:43])[C:35]=1[CH:36]=[O:37], predict the reaction product. The product is: [Cl:1][C:2]1[C:3]([CH3:26])=[N:4][O:5][C:6]=1[N:7]([CH2:20][O:21][CH2:22][CH2:23][O:24][CH3:25])[S:8]([C:11]1[C:19]2[C:14](=[N:15][CH:16]=[CH:17][CH:18]=2)[S:13][C:12]=1[CH:36]([OH:37])[C:35]1[C:38]([O:42][CH3:43])=[CH:39][CH:40]=[CH:41][C:34]=1[O:33][CH3:32])(=[O:9])=[O:10].